This data is from NCI-60 drug combinations with 297,098 pairs across 59 cell lines. The task is: Regression. Given two drug SMILES strings and cell line genomic features, predict the synergy score measuring deviation from expected non-interaction effect. Drug 1: CNC(=O)C1=CC=CC=C1SC2=CC3=C(C=C2)C(=NN3)C=CC4=CC=CC=N4. Drug 2: C1CCC(C1)C(CC#N)N2C=C(C=N2)C3=C4C=CNC4=NC=N3. Cell line: TK-10. Synergy scores: CSS=11.0, Synergy_ZIP=3.47, Synergy_Bliss=7.05, Synergy_Loewe=5.74, Synergy_HSA=6.20.